From a dataset of Catalyst prediction with 721,799 reactions and 888 catalyst types from USPTO. Predict which catalyst facilitates the given reaction. (1) Reactant: [CH:1]([C:3]1[C:4]([CH3:16])=[N:5][N:6]([CH3:15])[C:7]=1[S:8][CH2:9][C:10]([O:12]CC)=[O:11])=[O:2].[OH-].[Na+].CO.Cl. Product: [CH:1]([C:3]1[C:4]([CH3:16])=[N:5][N:6]([CH3:15])[C:7]=1[S:8][CH2:9][C:10]([OH:12])=[O:11])=[O:2]. The catalyst class is: 7. (2) Reactant: [CH2:1]([O:3][C:4](=[O:19])[NH:5][C@H:6]1[C:15](=O)[C:14]2[C:9](=[C:10]([F:18])[CH:11]=[C:12]([F:17])[CH:13]=2)[O:8][CH2:7]1)[CH3:2].CO.[BH4-].[Na+]. Product: [CH2:1]([O:3][C:4](=[O:19])[NH:5][C@@H:6]1[CH2:15][C:14]2[C:9](=[C:10]([F:18])[CH:11]=[C:12]([F:17])[CH:13]=2)[O:8][CH2:7]1)[CH3:2]. The catalyst class is: 21. (3) Reactant: [F:1][CH:2]1[CH2:6][N:5]([C@@H](C2C=CC=CC=2)C)[CH2:4][C@@:3]1([CH3:22])[C:15]([O:17][C:18]([CH3:21])([CH3:20])[CH3:19])=[O:16].[CH2:23]([O:30][C:31](Cl)=[O:32])[C:24]1[CH:29]=[CH:28][CH:27]=[CH:26][CH:25]=1. Product: [CH2:23]([O:30][C:31]([N:5]1[CH2:6][CH:2]([F:1])[C@:3]([CH3:22])([C:15]([O:17][C:18]([CH3:21])([CH3:20])[CH3:19])=[O:16])[CH2:4]1)=[O:32])[C:24]1[CH:29]=[CH:28][CH:27]=[CH:26][CH:25]=1. The catalyst class is: 4. (4) Reactant: [Cl:1][C:2]1[CH:7]=[CH:6][CH:5]=[C:4]([O:8]C)[C:3]=1[NH2:10].B(Br)(Br)Br. Product: [NH2:10][C:3]1[C:2]([Cl:1])=[CH:7][CH:6]=[CH:5][C:4]=1[OH:8]. The catalyst class is: 2. (5) Reactant: [C:1]([C@:3]([CH3:26])([C@H:7]([C:18]1[CH:23]=[CH:22][CH:21]=[CH:20][C:19]=1[O:24][CH3:25])[C:8]1[C:17]2[C:12](=[CH:13][CH:14]=[CH:15][CH:16]=2)[CH:11]=[CH:10][CH:9]=1)[C:4](O)=[O:5])#[N:2].ON1C2C=CC=CC=2N=N1.[NH:37]1[CH2:42][CH:41]=[C:40]([C:43]2[C:51]3[C:46](=[CH:47][CH:48]=[CH:49][CH:50]=3)[NH:45][CH:44]=2)[CH2:39][CH2:38]1. Product: [NH:45]1[C:46]2[C:51](=[CH:50][CH:49]=[CH:48][CH:47]=2)[C:43]([C:40]2[CH2:39][CH2:38][N:37]([C:4](=[O:5])[C@:3]([C@H:7]([C:18]3[CH:23]=[CH:22][CH:21]=[CH:20][C:19]=3[O:24][CH3:25])[C:8]3[C:17]4[C:12](=[CH:13][CH:14]=[CH:15][CH:16]=4)[CH:11]=[CH:10][CH:9]=3)([CH3:26])[C:1]#[N:2])[CH2:42][CH:41]=2)=[CH:44]1. The catalyst class is: 3. (6) Reactant: Cl.[CH3:2][O:3][C:4](=[O:8])[C@@H:5]([CH3:7])[NH2:6].C([O-])(=O)C.[K+].[C:14]1(=O)[CH2:19][CH2:18][CH2:17][CH2:16][CH2:15]1.C(O[BH-](OC(=O)C)OC(=O)C)(=O)C.[Na+].C(=O)(O)[O-].[Na+].C(=O)([O-])[O-].[Na+].[Na+]. Product: [CH:14]1([NH:6][C@@H:5]([C:4]([O:3][CH3:2])=[O:8])[CH3:7])[CH2:19][CH2:18][CH2:17][CH2:16][CH2:15]1. The catalyst class is: 4. (7) Reactant: CN(C(ON1N=NC2C=CC=NC1=2)=[N+](C)C)C.F[P-](F)(F)(F)(F)F.[CH3:25][N:26]1[C:38]2[CH2:37][CH2:36][CH:35]([CH:39]3[CH2:44][CH2:43][O:42][CH2:41][CH2:40]3)[CH2:34][C:33]=2[C:32]2[C:27]1=[CH:28][CH:29]=[C:30]([C:45](O)=[O:46])[CH:31]=2.[CH3:48][NH:49][CH2:50][CH2:51][NH:52][CH3:53].C(N(CC)C(C)C)(C)C. Product: [CH3:48][N:49]([CH2:50][CH2:51][NH:52][CH3:53])[C:45]([C:30]1[CH:31]=[C:32]2[C:27](=[CH:28][CH:29]=1)[N:26]([CH3:25])[C:38]1[CH2:37][CH2:36][CH:35]([CH:39]3[CH2:44][CH2:43][O:42][CH2:41][CH2:40]3)[CH2:34][C:33]2=1)=[O:46]. The catalyst class is: 3.